This data is from Reaction yield outcomes from USPTO patents with 853,638 reactions. The task is: Predict the reaction yield, written as a fraction of the theoretical maximum amount of product (1.0 means a 100% yield; for example, 0.34 means a 34% yield). (1) The reactants are [F:1][C:2]1[CH:7]=[CH:6][C:5]([N:8]2[C:16]3[C:11](=[CH:12][C:13]([O:17][C@H:18]([C:22]4[CH:27]=[CH:26][CH:25]=[CH:24][CH:23]=4)[C@H:19]([CH3:21])[NH2:20])=[CH:14][CH:15]=3)[CH:10]=[N:9]2)=[CH:4][CH:3]=1.[CH2:28]([O:30][C:31](=[O:36])[CH2:32][N:33]=[C:34]=[O:35])[CH3:29]. The catalyst is ClCCl. The product is [F:1][C:2]1[CH:3]=[CH:4][C:5]([N:8]2[C:16]3[C:11](=[CH:12][C:13]([O:17][C@H:18]([C:22]4[CH:23]=[CH:24][CH:25]=[CH:26][CH:27]=4)[C@@H:19]([NH:20][C:34]([NH:33][CH2:32][C:31]([O:30][CH2:28][CH3:29])=[O:36])=[O:35])[CH3:21])=[CH:14][CH:15]=3)[CH:10]=[N:9]2)=[CH:6][CH:7]=1. The yield is 0.786. (2) The reactants are [CH3:1][C:2]1[O:6][N:5]=[C:4]([C:7]2[CH:12]=[CH:11][N:10]=[CH:9][CH:8]=2)[C:3]=1[CH2:13][O:14][C:15]1[CH:23]=[CH:22][C:18]([C:19]([OH:21])=O)=[CH:17][N:16]=1.COC(=O)C1C=CC(OCC2[C:36]([C:41]3[CH:46]=[CH:45]C=C(F)C=3)=[N:37]OC=2C)=NC=1. No catalyst specified. The product is [CH:41]1([CH2:36][NH:37][C:19](=[O:21])[C:18]2[CH:22]=[CH:23][C:15]([O:14][CH2:13][C:3]3[C:4]([C:7]4[CH:8]=[CH:9][N:10]=[CH:11][CH:12]=4)=[N:5][O:6][C:2]=3[CH3:1])=[N:16][CH:17]=2)[CH2:46][CH2:45]1. The yield is 0.630. (3) The reactants are [C:1]([C:5]1[CH:23]=[CH:22][C:8]([CH2:9][NH:10][C:11](=O)[C:12]([F:20])([F:19])[C:13]2[CH:18]=[CH:17][CH:16]=[CH:15][CH:14]=2)=[CH:7][CH:6]=1)([CH3:4])([CH3:3])[CH3:2]. The catalyst is C1COCC1. The product is [C:1]([C:5]1[CH:23]=[CH:22][C:8]([CH2:9][NH:10][CH2:11][C:12]([F:20])([F:19])[C:13]2[CH:14]=[CH:15][CH:16]=[CH:17][CH:18]=2)=[CH:7][CH:6]=1)([CH3:4])([CH3:2])[CH3:3]. The yield is 0.390. (4) The reactants are [N:1]1[CH:6]=[C:5]([CH2:7][C:8]2[C:9](=[O:15])[NH:10][C:11](=[S:14])[NH:12][CH:13]=2)[CH:4]=[N:3][CH:2]=1.[CH3:16]CN(C(C)C)C(C)C.Cl[CH2:26][C:27]1[CH:28]=[CH:29][C:30]([O:35][C:36]2[CH:41]=[CH:40][C:39]([F:42])=[C:38]([C:43]([F:46])([F:45])[F:44])[CH:37]=2)=[C:31]([CH:34]=1)[C:32]#[N:33].CI. The catalyst is C(Cl)Cl.[Zn+2].[Br-].[Br-].CN1C(=O)CCC1. The product is [F:42][C:39]1[CH:40]=[CH:41][C:36]([O:35][C:30]2[CH:29]=[CH:28][C:27]([CH2:26][S:14][C:11]3[N:12]([CH3:16])[CH:13]=[C:8]([CH2:7][C:5]4[CH:6]=[N:1][CH:2]=[N:3][CH:4]=4)[C:9](=[O:15])[N:10]=3)=[CH:34][C:31]=2[C:32]#[N:33])=[CH:37][C:38]=1[C:43]([F:46])([F:45])[F:44]. The yield is 0.123. (5) The reactants are [OH:1][CH2:2][C:3]1([C:7]([O:9][CH2:10][CH3:11])=[O:8])[CH2:6][CH2:5][CH2:4]1.[F:12][C:13]([F:21])(S(F)(=O)=O)C(O)=O. The catalyst is C(#N)C. The product is [F:12][CH:13]([F:21])[O:1][CH2:2][C:3]1([C:7]([O:9][CH2:10][CH3:11])=[O:8])[CH2:6][CH2:5][CH2:4]1. The yield is 0.760. (6) The reactants are C(OC([NH:8][C@H:9]1[C@@H:13]([CH2:14][F:15])[CH2:12][N:11]([C:16]([O:18][CH2:19][C:20]2[CH:25]=[CH:24][CH:23]=[CH:22][CH:21]=2)=[O:17])[CH2:10]1)=O)(C)(C)C.C(O)(C(F)(F)F)=O. The catalyst is C(Cl)Cl. The product is [NH2:8][C@H:9]1[C@@H:13]([CH2:14][F:15])[CH2:12][N:11]([C:16]([O:18][CH2:19][C:20]2[CH:25]=[CH:24][CH:23]=[CH:22][CH:21]=2)=[O:17])[CH2:10]1. The yield is 0.990. (7) The reactants are FC(F)(F)C(O)=O.[CH3:8][S:9]([C:12]1[CH:33]=[CH:32][C:15]([O:16][C:17]2[N:22]=[CH:21][N:20]=[C:19]3[N:23]([CH:26]4[CH2:31][CH2:30][NH:29][CH2:28][CH2:27]4)[N:24]=[CH:25][C:18]=23)=[CH:14][CH:13]=1)(=[O:11])=[O:10].[B-](F)(F)(F)F.CN(C(ON1C(=O)CCC1=O)=[N+](C)C)C.C(N(C(C)C)CC)(C)C.[CH3:63][N:64]1[C:68]([CH3:69])=[CH:67][C:66]([C:70](Cl)=[O:71])=[N:65]1. The catalyst is ClCCl. The product is [CH3:63][N:64]1[C:68]([CH3:69])=[CH:67][C:66]([C:70]([N:29]2[CH2:28][CH2:27][CH:26]([N:23]3[C:19]4=[N:20][CH:21]=[N:22][C:17]([O:16][C:15]5[CH:14]=[CH:13][C:12]([S:9]([CH3:8])(=[O:11])=[O:10])=[CH:33][CH:32]=5)=[C:18]4[CH:25]=[N:24]3)[CH2:31][CH2:30]2)=[O:71])=[N:65]1. The yield is 0.430. (8) The reactants are [F:1][C:2]1[CH:7]=[CH:6][C:5]([F:8])=[CH:4][C:3]=1[C:9]1[N:14]=[C:13]([C:15]2[CH:20]=[CH:19][CH:18]=[C:17]([C:21]#[C:22][C@:23]3([OH:30])[CH2:27][CH2:26][N:25]([CH3:28])[C:24]3=[O:29])[CH:16]=2)[N:12]=[C:11]([C:31]([O:33]CC)=O)[CH:10]=1.[NH3:36]. No catalyst specified. The product is [F:1][C:2]1[CH:7]=[CH:6][C:5]([F:8])=[CH:4][C:3]=1[C:9]1[N:14]=[C:13]([C:15]2[CH:20]=[CH:19][CH:18]=[C:17]([C:21]#[C:22][C@:23]3([OH:30])[CH2:27][CH2:26][N:25]([CH3:28])[C:24]3=[O:29])[CH:16]=2)[N:12]=[C:11]([C:31]([NH2:36])=[O:33])[CH:10]=1. The yield is 0.230.